From a dataset of Reaction yield outcomes from USPTO patents with 853,638 reactions. Predict the reaction yield, written as a fraction of the theoretical maximum amount of product (1.0 means a 100% yield; for example, 0.34 means a 34% yield). (1) The reactants are Cl.[C:2]([C:4]1[CH:9]=[CH:8][C:7]([C:10]2[N:11]=[C:12]([N:20]3[CH2:25][CH2:24][N:23]([CH2:26][CH3:27])[CH2:22][CH2:21]3)[C:13]3[C:18]([CH:19]=2)=[CH:17][CH:16]=[CH:15][CH:14]=3)=[CH:6][CH:5]=1)#[N:3].[OH-:28].[Na+]. The catalyst is S(=O)(=O)(O)O. The product is [CH2:26]([N:23]1[CH2:22][CH2:21][N:20]([C:12]2[C:13]3[C:18](=[CH:17][CH:16]=[CH:15][CH:14]=3)[CH:19]=[C:10]([C:7]3[CH:6]=[CH:5][C:4]([C:2](=[O:28])[NH2:3])=[CH:9][CH:8]=3)[N:11]=2)[CH2:25][CH2:24]1)[CH3:27]. The yield is 0.238. (2) The reactants are C([N:8]1[CH2:13][CH2:12][C:11](=O)[CH2:10][CH2:9]1)(OC(C)(C)C)=O.[C:15]([CH2:17][C:18]1[O:19][C:20]([C:23]2[CH:28]=[CH:27][CH:26]=[CH:25][CH:24]=2)=[N:21][N:22]=1)#[N:16].C[Si]([N-][Si](C)(C)C)(C)C.[Na+]. The catalyst is C1COCC1. The product is [C:15]([C:17](=[C:11]1[CH2:10][CH2:9][NH:8][CH2:13][CH2:12]1)[C:18]1[O:19][C:20]([C:23]2[CH:28]=[CH:27][CH:26]=[CH:25][CH:24]=2)=[N:21][N:22]=1)#[N:16]. The yield is 0.800. (3) The reactants are [CH:1]1([S:4]([NH:7][CH:8]2[CH2:12][CH:11]([C:13]([O:15][CH2:16][CH3:17])=[O:14])[CH:10]([CH2:18][CH3:19])[CH2:9]2)(=[O:6])=[O:5])[CH2:3][CH2:2]1.[Li+].CC([N-]C(C)C)C.[F:28]N(S(C1C=CC=CC=1)(=O)=O)S(C1C=CC=CC=1)(=O)=O.[NH4+].[Cl-]. The catalyst is C1COCC1. The product is [CH:1]1([S:4]([NH:7][CH:8]2[CH2:12][C:11]([F:28])([C:13]([O:15][CH2:16][CH3:17])=[O:14])[CH:10]([CH2:18][CH3:19])[CH2:9]2)(=[O:6])=[O:5])[CH2:2][CH2:3]1. The yield is 0.460. (4) The reactants are [Br:1][C:2]1[CH:11]=[C:10]2[C:5]([C:6]([CH3:13])=[CH:7][CH:8]=[N+:9]2[O-])=[CH:4][CH:3]=1.C1(C(F)(F)F)C=CC=CC=1.C([NH2:28])(C)(C)C.O(S(C1C=CC(C)=CC=1)(=O)=O)S(C1C=CC(C)=CC=1)(=O)=O.FC(F)(F)C(O)=O. The catalyst is C(Cl)Cl. The product is [NH2:28][C:8]1[CH:7]=[C:6]([CH3:13])[C:5]2[C:10](=[CH:11][C:2]([Br:1])=[CH:3][CH:4]=2)[N:9]=1. The yield is 0.650. (5) The reactants are C[Al](C)C.[CH3:5][NH2:6].C([O:9][C:10]([C:12]1[N:13]=[CH:14][N:15]2[C:20]3[CH:21]=[CH:22][CH:23]=[C:24]([CH2:25][CH2:26][N:27]4[CH2:32][CH2:31][N:30]([C:33]5[CH:42]=[CH:41][CH:40]=[C:39]6[C:34]=5[CH:35]=[CH:36][C:37]([C:43]([F:46])([F:45])[F:44])=[N:38]6)[CH2:29][CH2:28]4)[C:19]=3[O:18][CH2:17][C:16]=12)=O)C.O. The catalyst is C(Cl)Cl. The product is [CH3:5][NH:6][C:10]([C:12]1[N:13]=[CH:14][N:15]2[C:20]3[CH:21]=[CH:22][CH:23]=[C:24]([CH2:25][CH2:26][N:27]4[CH2:32][CH2:31][N:30]([C:33]5[CH:42]=[CH:41][CH:40]=[C:39]6[C:34]=5[CH:35]=[CH:36][C:37]([C:43]([F:45])([F:46])[F:44])=[N:38]6)[CH2:29][CH2:28]4)[C:19]=3[O:18][CH2:17][C:16]=12)=[O:9]. The yield is 0.830. (6) The reactants are [F:1][C:2]([F:30])([F:29])[C:3]1[CH:4]=[C:5]([CH:22]=[C:23]([C:25]([F:28])([F:27])[F:26])[CH:24]=1)[CH2:6][O:7][CH2:8][C:9]1([C:16]2[CH:21]=[CH:20][CH:19]=[CH:18][CH:17]=2)[CH2:15][CH2:14][CH2:13][NH:12][CH2:11][CH2:10]1.C=O.[CH:33](O)=O. The catalyst is C(Cl)(Cl)Cl. The product is [F:30][C:2]([F:29])([F:1])[C:3]1[CH:4]=[C:5]([CH:22]=[C:23]([C:25]([F:28])([F:27])[F:26])[CH:24]=1)[CH2:6][O:7][CH2:8][C:9]1([C:16]2[CH:21]=[CH:20][CH:19]=[CH:18][CH:17]=2)[CH2:15][CH2:14][CH2:13][N:12]([CH3:33])[CH2:11][CH2:10]1. The yield is 0.670. (7) The reactants are C(N(CC)CC)C.C(O)=O.[C:11]([CH2:13][CH2:14][CH2:15][CH2:16][C:17]([CH2:30][C:31]1[CH:36]=[CH:35][C:34]([C:37]([O:39][CH3:40])=[O:38])=[CH:33][CH:32]=1)(C(OCC=C)=O)[C:18]([O:20]CC=C)=[O:19])#[N:12]. The catalyst is O1CCOCC1.C([O-])(=O)C.[Pd+2].C([O-])(=O)C.C1(P(C2C=CC=CC=2)C2C=CC=CC=2)C=CC=CC=1. The product is [C:18]([CH:17]([CH2:16][CH2:15][CH2:14][CH2:13][C:11]#[N:12])[CH2:30][C:31]1[CH:36]=[CH:35][C:34]([C:37]([O:39][CH3:40])=[O:38])=[CH:33][CH:32]=1)([OH:20])=[O:19]. The yield is 0.740.